From a dataset of Reaction yield outcomes from USPTO patents with 853,638 reactions. Predict the reaction yield, written as a fraction of the theoretical maximum amount of product (1.0 means a 100% yield; for example, 0.34 means a 34% yield). The reactants are Br[C:2]1[C:3]([CH3:13])=[CH:4][C:5]2[N:6]([C:8]([CH:11]=[O:12])=[CH:9][N:10]=2)[CH:7]=1.Br[C:15]1[C:16](C)=[CH:17][C:18](N)=[N:19][CH:20]=1.C(#N)C. No catalyst specified. The product is [CH3:13][C:3]1[C:2]([C:17]2[CH:18]=[N:19][CH:20]=[CH:15][CH:16]=2)=[CH:7][N:6]2[C:8]([CH:11]=[O:12])=[CH:9][N:10]=[C:5]2[CH:4]=1. The yield is 0.798.